Dataset: Experimentally validated miRNA-target interactions with 360,000+ pairs, plus equal number of negative samples. Task: Binary Classification. Given a miRNA mature sequence and a target amino acid sequence, predict their likelihood of interaction. (1) The miRNA is mmu-miR-804 with sequence UGUGAGUUGUUCCUCACCUGGA. The protein sequence of the target gene is MQAIKCVVVGDGAVGKTCLLISYTTNAFPGEYIPTVFDNYSANVMVDSKPVNLGLWDTAGQEDYDRLRPLSYPQTDVFLICFSLVSPASYENVRAKWFPEVRHHCPSTPIILVGTKLDLRDDKDTIEKLKEKKLAPITYPQGLALAKDIDSVKYLECSALTQRGLKTVFDEAIRAVLCPQPTRQQKRPCSLL. Result: 1 (interaction). (2) The miRNA is hsa-miR-3201 with sequence GGGAUAUGAAGAAAAAU. The protein sequence of the target gene is MSTGVPSGSSAATGSNRRLQQTQNQVDEVVDIMRVNVDKVLERDQKLSELDDRADALQAGASQFETSAAKLKRKYWWKNCKMWAIGISVLVIIVIIIIVWCVS. Result: 0 (no interaction). (3) The miRNA is hsa-miR-3130-3p with sequence GCUGCACCGGAGACUGGGUAA. The protein sequence of the target gene is MVMSLRAGYRAALSLWILSSFICRAWTAPSTFQKCDEPLISGLPHVSFSSSSSLSSSYAPGYAKINKRGGAGGWSPSDSDHYQWLQVDFGNRKQISAIATQGRYSSSDWVTQYRMLYSDTGRNWKPYHQDGNIWAFPGNINSDSVVRHDLQHAVVARYVRIVPLDWNGEGHIGLRAEVYGCAYWADVINFDGHGVLPYRFRNKKMKTLKDVIALKFKTSESEGVLLHGEGQQGDYITLELKKAKLVLSLNLGSNQLGPIYGHTSVTSGSLLDDHHWHSVLIERQGRSINLTLDRSMQHFR.... Result: 0 (no interaction).